From a dataset of Reaction yield outcomes from USPTO patents with 853,638 reactions. Predict the reaction yield, written as a fraction of the theoretical maximum amount of product (1.0 means a 100% yield; for example, 0.34 means a 34% yield). (1) The reactants are C(O)(=O)C.C([BH3-])#N.[Na+].Cl.[Cl:10][C:11]1[CH:12]=[C:13]2[C:18](=[CH:19][CH:20]=1)[CH:17]=[C:16]([S:21]([CH2:24][CH2:25][C:26]([N:28]1[CH2:33][CH2:32][CH:31]([CH:34]3[CH2:41][N:37]4[CH:38]=[N:39][CH:40]=[C:36]4[C:35]3=[O:42])[CH2:30][CH2:29]1)=[O:27])(=[O:23])=[O:22])[CH:15]=[CH:14]2.C(=O)([O-])O.[Na+]. The catalyst is ClC(Cl)C. The product is [Cl:10][C:11]1[CH:12]=[C:13]2[C:18](=[CH:19][CH:20]=1)[CH:17]=[C:16]([S:21]([CH2:24][CH2:25][C:26]([N:28]1[CH2:29][CH2:30][CH:31]([CH:34]3[CH2:41][N:37]4[CH:38]=[N:39][CH:40]=[C:36]4[CH:35]3[OH:42])[CH2:32][CH2:33]1)=[O:27])(=[O:22])=[O:23])[CH:15]=[CH:14]2. The yield is 0.240. (2) The reactants are N#N.CCN=C=NCCCN(C)C.Cl.[CH3:15][O:16][C:17]1[CH:18]=[C:19]([CH2:27][C:28]([OH:30])=O)[CH:20]=[C:21]([O:25][CH3:26])[C:22]=1[O:23][CH3:24].[CH3:31][O:32][C:33]([C:35]1[CH:39]=[C:38]([C:40]2[CH:45]=[CH:44][C:43]([NH2:46])=[CH:42][C:41]=2[N+:47]([O-:49])=[O:48])[O:37][C:36]=1[CH3:50])=[O:34]. The catalyst is C(Cl)Cl.CN(C1C=CN=CC=1)C.CCN(CC)CC. The product is [CH3:31][O:32][C:33]([C:35]1[CH:39]=[C:38]([C:40]2[CH:45]=[CH:44][C:43]([NH:46][C:28](=[O:30])[CH2:27][C:19]3[CH:20]=[C:21]([O:25][CH3:26])[C:22]([O:23][CH3:24])=[C:17]([O:16][CH3:15])[CH:18]=3)=[CH:42][C:41]=2[N+:47]([O-:49])=[O:48])[O:37][C:36]=1[CH3:50])=[O:34]. The yield is 0.550. (3) The reactants are [CH2:1]([C:3]1[N:8]([C:9]2[CH:14]=[CH:13][C:12]([O:15][CH:16]3[CH2:21][CH2:20][CH:19]([OH:22])[CH2:18][CH2:17]3)=[CH:11][CH:10]=2)[C:7](=[O:23])[C:6]([CH2:24][C:25]2[CH:30]=[CH:29][C:28]([C:31]3[CH:36]=[CH:35][CH:34]=[CH:33][C:32]=3[C:37]3[NH:41][C:40](=[O:42])[O:39][N:38]=3)=[CH:27][CH:26]=2)=[C:5]([CH2:43][CH2:44][CH3:45])[N:4]=1)[CH3:2].CC(OI1(OC(C)=O)(OC(C)=O)OC(=O)C2C1=CC=CC=2)=O. The catalyst is ClCCl.C(OCC)(=O)C. The product is [CH2:1]([C:3]1[N:8]([C:9]2[CH:10]=[CH:11][C:12]([O:15][CH:16]3[CH2:17][CH2:18][C:19](=[O:22])[CH2:20][CH2:21]3)=[CH:13][CH:14]=2)[C:7](=[O:23])[C:6]([CH2:24][C:25]2[CH:30]=[CH:29][C:28]([C:31]3[CH:36]=[CH:35][CH:34]=[CH:33][C:32]=3[C:37]3[NH:41][C:40](=[O:42])[O:39][N:38]=3)=[CH:27][CH:26]=2)=[C:5]([CH2:43][CH2:44][CH3:45])[N:4]=1)[CH3:2]. The yield is 0.800. (4) The reactants are Cl.[Cl:2][C:3]1[C:11]2[C:6](=[CH:7][CH:8]=[C:9]([C:12]3[O:16][N:15]=[C:14]([C:17]4[C:18]([CH3:27])=[C:19]5[C:24](=[CH:25][CH:26]=4)[CH2:23][NH:22][CH2:21][CH2:20]5)[N:13]=3)[CH:10]=2)[N:5]([CH:28]([CH3:30])[CH3:29])[N:4]=1.[C:31]([O:35][C:36]([CH3:39])([CH3:38])[CH3:37])(=[O:34])[CH:32]=[CH2:33]. No catalyst specified. The product is [C:36]([O:35][C:31](=[O:34])[CH2:32][CH2:33][N:22]1[CH2:21][CH2:20][C:19]2[C:24](=[CH:25][CH:26]=[C:17]([C:14]3[N:13]=[C:12]([C:9]4[CH:10]=[C:11]5[C:6](=[CH:7][CH:8]=4)[N:5]([CH:28]([CH3:30])[CH3:29])[N:4]=[C:3]5[Cl:2])[O:16][N:15]=3)[C:18]=2[CH3:27])[CH2:23]1)([CH3:39])([CH3:38])[CH3:37]. The yield is 0.380. (5) The reactants are [C:1]1([CH:7]([CH2:11][C:12]([OH:14])=[O:13])[C:8]([OH:10])=[O:9])[CH:6]=[CH:5][CH:4]=[CH:3][CH:2]=1.OS(O)(=O)=O.[C:20]1(C)C=CC=C[CH:21]=1.[CH3:27][CH2:28]O. No catalyst specified. The product is [C:1]1([CH:7]([CH2:11][C:12]([O:14][CH2:27][CH3:28])=[O:13])[C:8]([O:10][CH2:20][CH3:21])=[O:9])[CH:2]=[CH:3][CH:4]=[CH:5][CH:6]=1. The yield is 0.460. (6) The reactants are C([O:4][CH2:5][CH2:6][O:7][C:8]1[CH:13]=[CH:12][C:11]([CH3:14])=[CH:10][C:9]=1[CH:15]1[C:20]2([C:28]3[C:23](=[CH:24][C:25]([Cl:29])=[CH:26][CH:27]=3)[NH:22][C:21]2=[O:30])[CH:19]([C:31]2[CH:36]=[CH:35][CH:34]=[C:33]([Cl:37])[CH:32]=2)[CH2:18][C:17](=[O:38])[NH:16]1)(=O)C.[OH-].[Na+].Cl. The catalyst is O1CCCC1.CO. The product is [Cl:29][C:25]1[CH:24]=[C:23]2[NH:22][C:21](=[O:30])[C:20]3([CH:19]([C:31]4[CH:36]=[CH:35][CH:34]=[C:33]([Cl:37])[CH:32]=4)[CH2:18][C:17](=[O:38])[NH:16][CH:15]3[C:9]3[CH:10]=[C:11]([CH3:14])[CH:12]=[CH:13][C:8]=3[O:7][CH2:6][CH2:5][OH:4])[C:28]2=[CH:27][CH:26]=1. The yield is 0.470. (7) The reactants are C(N(CC)CC)C.[CH:8]([C:10]1[C:18]2[C:13](=[N:14][C:15]([CH3:19])=[CH:16][CH:17]=2)[N:12](C(OC(C)(C)C)=O)[CH:11]=1)=[O:9].[CH:27](=[N:34][C:35]1[CH:40]=[CH:39][CH:38]=[C:37]([O:41][CH3:42])[CH:36]=1)[C:28]1[CH:33]=[CH:32][CH:31]=[CH:30][CH:29]=1. The catalyst is [Cl-].C([N+]1C(C)=C(CCO)SC=1)C1C=CC=CC=1.C(O)C. The product is [CH3:42][O:41][C:37]1[CH:36]=[C:35]([NH:34][CH:27]([C:28]2[CH:33]=[CH:32][CH:31]=[CH:30][CH:29]=2)[C:8]([C:10]2[C:18]3[C:13](=[N:14][C:15]([CH3:19])=[CH:16][CH:17]=3)[NH:12][CH:11]=2)=[O:9])[CH:40]=[CH:39][CH:38]=1. The yield is 0.150.